Dataset: NCI-60 drug combinations with 297,098 pairs across 59 cell lines. Task: Regression. Given two drug SMILES strings and cell line genomic features, predict the synergy score measuring deviation from expected non-interaction effect. Drug 1: CC12CCC3C(C1CCC2=O)CC(=C)C4=CC(=O)C=CC34C. Drug 2: CC12CCC3C(C1CCC2O)C(CC4=C3C=CC(=C4)O)CCCCCCCCCS(=O)CCCC(C(F)(F)F)(F)F. Cell line: SR. Synergy scores: CSS=16.5, Synergy_ZIP=0.0139, Synergy_Bliss=3.81, Synergy_Loewe=0.689, Synergy_HSA=2.13.